This data is from Full USPTO retrosynthesis dataset with 1.9M reactions from patents (1976-2016). The task is: Predict the reactants needed to synthesize the given product. (1) Given the product [CH2:12]([O:11][C:4]1[C:5]([N+:8]([O-:10])=[O:9])=[N:6][CH:7]=[C:2]([F:1])[CH:3]=1)[CH3:13], predict the reactants needed to synthesize it. The reactants are: [F:1][C:2]1[CH:3]=[C:4]([OH:11])[C:5]([N+:8]([O-:10])=[O:9])=[N:6][CH:7]=1.[CH2:12](I)[CH3:13].C([O-])([O-])=O.[K+].[K+]. (2) The reactants are: [CH2:1]([O:3][C:4](=[O:12])[C:5]1[CH:10]=[CH:9][C:8]([NH2:11])=[CH:7][CH:6]=1)[CH3:2].C(N(CC)CC)C.CN(C1C=CC=CN=1)C.[CH2:29]([O:36][C:37]1[CH:45]=[CH:44][C:40]([C:41](Cl)=[O:42])=[CH:39][C:38]=1[N+:46]([O-:48])=[O:47])[C:30]1[CH:35]=[CH:34][CH:33]=[CH:32][CH:31]=1. Given the product [CH2:1]([O:3][C:4](=[O:12])[C:5]1[CH:10]=[CH:9][C:8]([NH:11][C:41](=[O:42])[C:40]2[CH:44]=[CH:45][C:37]([O:36][CH2:29][C:30]3[CH:35]=[CH:34][CH:33]=[CH:32][CH:31]=3)=[C:38]([N+:46]([O-:48])=[O:47])[CH:39]=2)=[CH:7][CH:6]=1)[CH3:2], predict the reactants needed to synthesize it. (3) Given the product [CH3:1][O:2][C:3]1[CH:9]=[C:8]([N+:10]([O-:12])=[O:11])[CH:7]=[CH:6][C:4]=1[NH:5][C:24](=[O:25])[CH2:23][Cl:22], predict the reactants needed to synthesize it. The reactants are: [CH3:1][O:2][C:3]1[CH:9]=[C:8]([N+:10]([O-:12])=[O:11])[CH:7]=[CH:6][C:4]=1[NH2:5].C(N(C(C)C)CC)(C)C.[Cl:22][CH2:23][C:24](Cl)=[O:25].NC1C=CC=CC=1. (4) The reactants are: [NH2:1][C:2]1[CH:7]=[CH:6][CH:5]=[CH:4][C:3]=1[OH:8].[Br:9][C:10]([CH3:15])([CH3:14])[C:11](Br)=[O:12].C(N(CC)CC)C. Given the product [Br:9][C:10]([CH3:15])([CH3:14])[C:11]([NH:1][C:2]1[CH:7]=[CH:6][CH:5]=[CH:4][C:3]=1[OH:8])=[O:12], predict the reactants needed to synthesize it. (5) Given the product [O:1]1[C:6]2[CH:7]=[CH:8][C:9]([CH2:11][N:12]([CH:20]3[CH2:25][CH2:24][N:23]([CH2:38][CH2:37][N:35]4[C:36]5[C:31](=[CH:30][CH:29]=[CH:28][C:27]=5[CH3:26])[CH:32]=[CH:33][C:34]4=[O:40])[CH2:22][CH2:21]3)[C:13](=[O:19])[O:14][C:15]([CH3:18])([CH3:16])[CH3:17])=[CH:10][C:5]=2[O:4][CH2:3][CH2:2]1, predict the reactants needed to synthesize it. The reactants are: [O:1]1[C:6]2[CH:7]=[CH:8][C:9]([CH2:11][N:12]([CH:20]3[CH2:25][CH2:24][NH:23][CH2:22][CH2:21]3)[C:13](=[O:19])[O:14][C:15]([CH3:18])([CH3:17])[CH3:16])=[CH:10][C:5]=2[O:4][CH2:3][CH2:2]1.[CH3:26][C:27]1[CH:28]=[CH:29][CH:30]=[C:31]2[C:36]=1[N:35]([CH2:37][CH:38]=O)[C:34](=[O:40])[CH:33]=[CH:32]2.C(O[BH-](OC(=O)C)OC(=O)C)(=O)C.[Na+].C(=O)([O-])O.[Na+]. (6) Given the product [C:25]([C:18]1[CH:17]=[C:16]2[C:11]([CH2:12][CH2:13][CH2:14][CH:15]2[CH2:19][C:20]2[N:21]=[CH:22][NH:23][CH:24]=2)=[CH:10][C:9]=1[O:8][CH3:7])([CH3:28])([CH3:27])[CH3:26], predict the reactants needed to synthesize it. The reactants are: S(=O)(=O)(O)O.Cl.[CH3:7][O:8][C:9]1[CH:10]=[C:11]2[C:16](=[CH:17][CH:18]=1)[CH:15]([CH2:19][C:20]1[N:21]=[CH:22][NH:23][CH:24]=1)[CH2:14][CH2:13][CH2:12]2.[C:25](O)([CH3:28])([CH3:27])[CH3:26].[OH-].[Na+]. (7) Given the product [NH2:23][C:20]1[N:21]=[CH:22][C:17]([C:3]2[CH:4]=[CH:5][C:6]([C:25]3[CH:30]=[CH:29][CH:28]=[CH:27][C:26]=3[S:31]([N:34]3[CH2:35][CH:36]([C:38]([NH:40][CH3:41])=[O:39])[CH2:37]3)(=[O:33])=[O:32])=[CH:7][C:2]=2[F:1])=[CH:18][N:19]=1, predict the reactants needed to synthesize it. The reactants are: [F:1][C:2]1[CH:7]=[C:6](B2OC(C)(C)C(C)(C)O2)[CH:5]=[CH:4][C:3]=1[C:17]1[CH:18]=[N:19][C:20]([NH2:23])=[N:21][CH:22]=1.Br[C:25]1[CH:30]=[CH:29][CH:28]=[CH:27][C:26]=1[S:31]([N:34]1[CH2:37][CH:36]([C:38]([NH:40][CH3:41])=[O:39])[CH2:35]1)(=[O:33])=[O:32]. (8) Given the product [ClH:39].[NH2:7][C:8]1[CH:13]=[C:12]([CH:11]=[CH:10][C:9]=1[CH3:37])[CH2:14][NH:15][CH:16]1[CH2:21][CH2:20][N:19]([CH2:22][CH2:23][N:24]2[C:33]3[C:28](=[CH:29][CH:30]=[C:31]([O:34][CH3:35])[CH:32]=3)[N:27]=[CH:26][C:25]2=[O:36])[CH2:18][CH2:17]1, predict the reactants needed to synthesize it. The reactants are: C(OC(=O)[NH:7][C:8]1[CH:13]=[C:12]([CH2:14][NH:15][CH:16]2[CH2:21][CH2:20][N:19]([CH2:22][CH2:23][N:24]3[C:33]4[C:28](=[CH:29][CH:30]=[C:31]([O:34][CH3:35])[CH:32]=4)[N:27]=[CH:26][C:25]3=[O:36])[CH2:18][CH2:17]2)[CH:11]=[CH:10][C:9]=1[CH3:37])(C)(C)C.[ClH:39].C(OCC)(=O)C. (9) Given the product [Br:7][C:8]1[CH:9]=[N:10][N:11]([CH:18]2[CH2:17][CH2:16][CH:15]([C:25]([O:27][CH3:28])=[O:26])[C:14]([CH3:29])([CH3:13])[CH2:19]2)[CH:12]=1, predict the reactants needed to synthesize it. The reactants are: C(=O)([O-])[O-].[Cs+].[Cs+].[Br:7][C:8]1[CH:9]=[N:10][NH:11][CH:12]=1.[CH3:13][C:14]1([CH3:29])[CH2:19][CH:18](OS(C)(=O)=O)[CH2:17][CH2:16][CH:15]1[C:25]([O:27][CH3:28])=[O:26].